From a dataset of Reaction yield outcomes from USPTO patents with 853,638 reactions. Predict the reaction yield, written as a fraction of the theoretical maximum amount of product (1.0 means a 100% yield; for example, 0.34 means a 34% yield). (1) The reactants are [CH3:1][O:2][C:3]([C:5]1([C:8]2[CH:13]=[CH:12][C:11]([O:14][CH3:15])=[CH:10][CH:9]=2)[CH2:7][CH2:6]1)=[O:4].[N+:16]([O-])([OH:18])=[O:17].Cl. The catalyst is CC(OC(C)=O)=O.CC(O)=O. The product is [CH3:1][O:2][C:3]([C:5]1([C:8]2[CH:9]=[CH:10][C:11]([O:14][CH3:15])=[C:12]([N+:16]([O-:18])=[O:17])[CH:13]=2)[CH2:6][CH2:7]1)=[O:4]. The yield is 0.980. (2) The reactants are [NH2:1][CH:2]1[CH2:6][CH2:5][N:4]([C:7]2[N:8]=[C:9]([NH:16][C:17]3[CH:22]=[CH:21][C:20]([O:23][CH3:24])=[C:19]([O:25][CH3:26])[CH:18]=3)[C:10]3[N:15]=[CH:14][S:13][C:11]=3[N:12]=2)[CH2:3]1.[CH3:27][O:28][C:29]([C:31]1[CH:39]=[CH:38][C:34]([C:35](O)=[O:36])=[CH:33][N:32]=1)=[O:30].CN1C=CN=C1.CCN=C=NCCCN(C)C. The catalyst is ClCCl. The product is [CH3:26][O:25][C:19]1[CH:18]=[C:17]([NH:16][C:9]2[C:10]3[N:15]=[CH:14][S:13][C:11]=3[N:12]=[C:7]([N:4]3[CH2:5][CH2:6][CH:2]([NH:1][C:35]([C:34]4[CH:38]=[CH:39][C:31]([C:29]([O:28][CH3:27])=[O:30])=[N:32][CH:33]=4)=[O:36])[CH2:3]3)[N:8]=2)[CH:22]=[CH:21][C:20]=1[O:23][CH3:24]. The yield is 0.803. (3) The reactants are [NH2:1][C@H:2]1[C@H](C)[CH2:5][N:4]([C:8](OC(C)(C)C)=O)[CH2:3]1.[CH2:15]=O.[BH-](O[C:27]([CH3:29])=O)(OC(C)=O)OC(C)=O.[Na+].[OH-].[Na+]. The catalyst is C1COCC1.Cl.O1CCOCC1. The product is [CH3:5][N:4]([CH3:8])[C@H:3]1[C@H:27]([CH3:29])[CH2:15][NH:1][CH2:2]1. The yield is 1.00. (4) The reactants are [CH3:1][O:2][C:3]1[C:4]2[N:11]=[C:10]([N:12]=[C:13](SC)SC)[S:9][C:5]=2[N:6]=[CH:7][N:8]=1.Cl.Cl.[NH2:20][CH2:21][C@@:22]1([OH:30])[CH:27]2[CH2:28][CH2:29][N:24]([CH2:25][CH2:26]2)[CH2:23]1.C(=O)([O-])[O-].[Cs+].[Cs+].O. The catalyst is CN(C=O)C. The product is [CH3:1][O:2][C:3]1[C:4]2[N:11]=[C:10]([NH:12][C:13]3[O:30][C@:22]4([CH2:21][N:20]=3)[CH:27]3[CH2:28][CH2:29][N:24]([CH2:25][CH2:26]3)[CH2:23]4)[S:9][C:5]=2[N:6]=[CH:7][N:8]=1. The yield is 0.510. (5) The reactants are [CH:1]1([CH2:4][CH2:5][O:6][C:7]2[CH:19]=[CH:18][C:10]([C:11]([NH:13][CH2:14][C:15]([OH:17])=[O:16])=[O:12])=[CH:9][CH:8]=2)[CH2:3][CH2:2]1.O[C:21]1[CH:30]=CC(C(OC)=O)=C[CH:22]=1.C1(CCO)C=CC=CC=1. No catalyst specified. The product is [C:1]1([CH2:4][CH2:5][O:6][C:7]2[CH:8]=[CH:9][C:10]([C:11]([NH:13][CH2:14][C:15]([OH:17])=[O:16])=[O:12])=[CH:18][CH:19]=2)[CH:3]=[CH:2][CH:30]=[CH:21][CH:22]=1. The yield is 0.740. (6) The reactants are [NH2:1][C:2]1[CH:3]=[C:4]([OH:8])[CH:5]=[CH:6][CH:7]=1.[NH2:9][C:10]1[CH:11]=[C:12]([NH:16][C:17](=[O:19])[CH3:18])[CH:13]=[CH:14][CH:15]=1.[O:20]=[C:21]1[C:33]2[CH:32]=[C:31]([S:34](Cl)(=[O:36])=[O:35])[CH:30]=[CH:29][C:28]=2[C:27]2[C:22]1=[CH:23][C:24]([S:38](Cl)(=[O:40])=[O:39])=[CH:25][CH:26]=2. The catalyst is N1C=CC=CC=1. The product is [OH:8][C:4]1[CH:3]=[C:2]([NH:1][S:34]([C:31]2[CH:32]=[C:33]3[C:28]([C:27]4[CH:26]=[CH:25][C:24]([S:38]([NH:9][C:10]5[CH:11]=[C:12]([NH:16][C:17](=[O:19])[CH3:18])[CH:13]=[CH:14][CH:15]=5)(=[O:39])=[O:40])=[CH:23][C:22]=4[C:21]3=[O:20])=[CH:29][CH:30]=2)(=[O:35])=[O:36])[CH:7]=[CH:6][CH:5]=1. The yield is 0.390. (7) No catalyst specified. The yield is 0.822. The product is [NH2:8][C:9]1[CH:10]=[C:11]([C:16]([F:19])=[CH:17][N:18]=1)[C:12]([O:14][CH3:15])=[O:13]. The reactants are C(OC([NH:8][C:9]1[CH:10]=[C:11]([C:16]([F:19])=[CH:17][N:18]=1)[C:12]([O:14][CH3:15])=[O:13])=O)(C)(C)C.Cl. (8) The reactants are [F:1][C:2]1[CH:11]=[C:10]2[C:5]([CH2:6][CH2:7][C:8](=[O:12])[NH:9]2)=[CH:4][CH:3]=1.[H-].[Na+].Br[CH2:16][CH2:17][CH2:18]Cl.[CH2:20]([CH:24]1[CH2:29][CH2:28][NH:27][CH2:26][CH2:25]1)[CH2:21][CH2:22][CH3:23].C([O-])([O-])=O.[K+].[K+]. The catalyst is CN(C=O)C. The product is [CH2:20]([CH:24]1[CH2:29][CH2:28][N:27]([CH2:16][CH2:17][CH2:18][N:9]2[C:10]3[C:5](=[CH:4][CH:3]=[C:2]([F:1])[CH:11]=3)[CH2:6][CH2:7][C:8]2=[O:12])[CH2:26][CH2:25]1)[CH2:21][CH2:22][CH3:23]. The yield is 0.370. (9) The reactants are [CH3:1][C:2]1([CH3:12])[C:11]2[C:6](=[CH:7][CH:8]=[CH:9][CH:10]=2)[NH:5][CH2:4][CH2:3]1.[N+:13]([O-])([O-:15])=[O:14].[K+].C([O-])([O-])=O.[Na+].[Na+]. The catalyst is OS(O)(=O)=O. The product is [CH3:1][C:2]1([CH3:12])[C:11]2[C:6](=[CH:7][C:8]([N+:13]([O-:15])=[O:14])=[CH:9][CH:10]=2)[NH:5][CH2:4][CH2:3]1. The yield is 0.500. (10) The reactants are [C:1]1([CH:7]([CH3:10])C#N)[CH:6]=[CH:5][CH:4]=[CH:3][CH:2]=1.NO.[OH:13][N:14]=[C:15]([NH2:22])C1C=CC=CC=1. The catalyst is CCO. The product is [OH:13][N:14]=[C:15]([NH2:22])[CH2:10][CH2:7][C:1]1[CH:2]=[CH:3][CH:4]=[CH:5][CH:6]=1. The yield is 0.705.